The task is: Predict the product of the given reaction.. This data is from Forward reaction prediction with 1.9M reactions from USPTO patents (1976-2016). (1) Given the reactants [F:1][CH2:2][C@@H:3]1[NH:6][C:5](=[O:7])[C@@H:4]1[O:8][Si:9]([CH:16]([CH3:18])[CH3:17])([CH:13]([CH3:15])[CH3:14])[CH:10]([CH3:12])[CH3:11].[C:19](O[C:19]([O:21][C:22]([CH3:25])([CH3:24])[CH3:23])=[O:20])([O:21][C:22]([CH3:25])([CH3:24])[CH3:23])=[O:20], predict the reaction product. The product is: [C:22]([O:21][C:19]([N:6]1[C@@H:3]([CH2:2][F:1])[C@@H:4]([O:8][Si:9]([CH:13]([CH3:15])[CH3:14])([CH:10]([CH3:12])[CH3:11])[CH:16]([CH3:18])[CH3:17])[C:5]1=[O:7])=[O:20])([CH3:25])([CH3:24])[CH3:23]. (2) Given the reactants [Br:1][C:2]1[CH:7]=[CH:6][C:5]([CH2:8][C:9]([OH:11])=[O:10])=[CH:4][CH:3]=1.[C:12]1(C)C=CC(S(O)(=O)=O)=C[CH:13]=1, predict the reaction product. The product is: [Br:1][C:2]1[CH:3]=[CH:4][C:5]([CH2:8][C:9]([O:11][CH2:12][CH3:13])=[O:10])=[CH:6][CH:7]=1. (3) Given the reactants [C:1]([O:5][C:6]([N:8]1[CH2:13][CH2:12][CH2:11][CH2:10][C@@H:9]1[C@@H:14]([OH:42])[C@@H:15]([N:25](CC1C=CC=CC=1C)CC1C=CC=CC=1C)[CH2:16][C:17]1[CH:22]=[C:21]([F:23])[CH:20]=[C:19]([F:24])[CH:18]=1)=[O:7])([CH3:4])([CH3:3])[CH3:2].[H][H], predict the reaction product. The product is: [C:1]([O:5][C:6]([N:8]1[CH2:13][CH2:12][CH2:11][CH2:10][C@@H:9]1[C@@H:14]([OH:42])[C@@H:15]([NH2:25])[CH2:16][C:17]1[CH:22]=[C:21]([F:23])[CH:20]=[C:19]([F:24])[CH:18]=1)=[O:7])([CH3:4])([CH3:2])[CH3:3]. (4) Given the reactants [F:1][C:2]1[CH:11]=[C:10]([CH:12]=[O:13])[CH:9]=[CH:8][C:3]=1[C:4]([NH:6][CH3:7])=[O:5].[BH4-].[Na+].[Cl-].[NH4+], predict the reaction product. The product is: [F:1][C:2]1[CH:11]=[C:10]([CH2:12][OH:13])[CH:9]=[CH:8][C:3]=1[C:4]([NH:6][CH3:7])=[O:5].